Dataset: Full USPTO retrosynthesis dataset with 1.9M reactions from patents (1976-2016). Task: Predict the reactants needed to synthesize the given product. (1) Given the product [F:15][C:16]([F:21])([F:20])[C:17]([O-:19])=[O:18].[C:41]([C:40]1[CH:39]=[C:38]([N:37]2[C@@:33]3([CH2:48][CH2:49][NH+:30]([CH2:29][C:28]4[CH:51]=[CH:52][CH:53]=[C:26]([O:25][CH:22]([CH3:24])[CH3:23])[CH:27]=4)[C@@H:31]([CH3:50])[CH2:32]3)[C:34](=[O:47])[N:35]([CH2:2][C:3]3[CH:7]=[C:6]([CH3:8])[O:5][N:4]=3)[C:36]2=[O:46])[CH:45]=[CH:44][CH:43]=1)#[N:42].[C:17]([OH:19])([C:16]([F:21])([F:20])[F:15])=[O:18], predict the reactants needed to synthesize it. The reactants are: Cl[CH2:2][C:3]1[CH:7]=[C:6]([CH3:8])[O:5][N:4]=1.C([O-])([O-])=O.[K+].[K+].[F:15][C:16]([F:21])([F:20])[C:17]([OH:19])=[O:18].[CH:22]([O:25][C:26]1[CH:27]=[C:28]([CH:51]=[CH:52][CH:53]=1)[CH2:29][N:30]1[CH2:49][CH2:48][C@@:33]2([N:37]([C:38]3[CH:39]=[C:40]([CH:43]=[CH:44][CH:45]=3)[C:41]#[N:42])[C:36](=[O:46])[NH:35][C:34]2=[O:47])[CH2:32][C@@H:31]1[CH3:50])([CH3:24])[CH3:23].C(C1C=C(N2[C@@]3(CCN(C(OCC4C=CC=CC=4)=O)[C@@H](C)C3)C(=O)NC2=O)C=CC=1)#N. (2) Given the product [O:20]=[C:14]1[CH:13]([N:7]2[CH2:6][C:5]3[C:9](=[CH:10][CH:11]=[C:3]([CH2:2][NH:1][C:28](=[O:29])[C:27]([F:34])([F:26])[CH:31]([F:33])[F:32])[CH:4]=3)[C:8]2=[O:12])[CH2:18][CH2:17][C:16](=[O:19])[NH:15]1, predict the reactants needed to synthesize it. The reactants are: [NH2:1][CH2:2][C:3]1[CH:4]=[C:5]2[C:9](=[CH:10][CH:11]=1)[C:8](=[O:12])[N:7]([CH:13]1[CH2:18][CH2:17][C:16](=[O:19])[NH:15][C:14]1=[O:20])[CH2:6]2.S(O)(=O)(=O)C.[F:26][C:27]([F:34])([CH:31]([F:33])[F:32])[C:28](O)=[O:29].C(N(C(C)C)CC)(C)C.F[P-](F)(F)(F)(F)F.CN(C(N(C)C)=[N+]1C2C(=NC=CC=2)[N+]([O-])=N1)C. (3) The reactants are: [F:1][C:2]1[CH:3]=[C:4]([CH:7]=[CH:8][C:9]=1F)[CH:5]=[O:6].[F:11][C:12]1[CH:13]=[C:14]([OH:22])[CH:15]=[C:16]([C:18]([F:21])([F:20])[F:19])[CH:17]=1. Given the product [F:1][C:2]1[CH:3]=[C:4]([CH:7]=[CH:8][C:9]=1[O:22][C:14]1[CH:15]=[C:16]([C:18]([F:19])([F:20])[F:21])[CH:17]=[C:12]([F:11])[CH:13]=1)[CH:5]=[O:6], predict the reactants needed to synthesize it. (4) Given the product [OH:8][C:9]1[CH:18]=[C:17]2[C:12]([C:13]([C:24]3[CH:28]=[CH:27][S:26][CH:25]=3)=[CH:14][C:15]([C:19]([O:21][CH2:22][CH3:23])=[O:20])=[CH:16]2)=[CH:11][CH:10]=1, predict the reactants needed to synthesize it. The reactants are: C([O:8][C:9]1[CH:18]=[C:17]2[C:12]([C:13]([C:24]3[CH:28]=[CH:27][S:26][CH:25]=3)=[CH:14][C:15]([C:19]([O:21][CH2:22][CH3:23])=[O:20])=[CH:16]2)=[CH:11][CH:10]=1)C1C=CC=CC=1.B(Br)(Br)Br.